This data is from Catalyst prediction with 721,799 reactions and 888 catalyst types from USPTO. The task is: Predict which catalyst facilitates the given reaction. (1) Reactant: [NH2:1][C:2]1[C:7]2=[C:8]([C:24]3[CH:29]=[CH:28][C:27]([NH:30][C:31]([NH:33][C:34]4[CH:39]=[C:38]([C:40]([F:43])([F:42])[F:41])[CH:37]=[CH:36][N:35]=4)=[O:32])=[C:26]([F:44])[CH:25]=3)[CH:9]=[C:10]([CH:11]3[CH2:16][CH2:15][N:14](C(OC(C)(C)C)=O)[CH2:13][CH2:12]3)[N:6]2[N:5]=[CH:4][N:3]=1.C(O)(C(F)(F)F)=O.C(OCC)(=O)C. Product: [NH2:1][C:2]1[C:7]2=[C:8]([C:24]3[CH:29]=[CH:28][C:27]([NH:30][C:31]([NH:33][C:34]4[CH:39]=[C:38]([C:40]([F:42])([F:43])[F:41])[CH:37]=[CH:36][N:35]=4)=[O:32])=[C:26]([F:44])[CH:25]=3)[CH:9]=[C:10]([CH:11]3[CH2:16][CH2:15][NH:14][CH2:13][CH2:12]3)[N:6]2[N:5]=[CH:4][N:3]=1. The catalyst class is: 26. (2) Product: [C:12]([NH:11][C:5]1[C:4]([CH2:3][NH:2][C:39](=[O:40])[C:35]2[CH:34]=[CH:33][CH:38]=[N:37][CH:36]=2)=[CH:9][N:8]=[C:7]([CH3:10])[N:6]=1)(=[O:32])[CH2:13][CH2:14][CH2:15]/[CH:16]=[CH:17]\[CH2:18]/[CH:19]=[CH:20]\[CH2:21]/[CH:22]=[CH:23]\[CH2:24]/[CH:25]=[CH:26]\[CH2:27]/[CH:28]=[CH:29]\[CH2:30][CH3:31]. Reactant: Cl.[NH2:2][CH2:3][C:4]1[C:5]([NH:11][C:12](=[O:32])[CH2:13][CH2:14][CH2:15]/[CH:16]=[CH:17]\[CH2:18]/[CH:19]=[CH:20]\[CH2:21]/[CH:22]=[CH:23]\[CH2:24]/[CH:25]=[CH:26]\[CH2:27]/[CH:28]=[CH:29]\[CH2:30][CH3:31])=[N:6][C:7]([CH3:10])=[N:8][CH:9]=1.[CH:33]1[CH:38]=[N:37][CH:36]=[C:35]([C:39](O)=[O:40])[CH:34]=1.CN(C(ON1N=NC2C=CC=NC1=2)=[N+](C)C)C.F[P-](F)(F)(F)(F)F.C(N(C(C)C)CC)(C)C. The catalyst class is: 9. (3) Reactant: [Cl:1][C:2]1[C:3]([NH:31][C:32]([C:34]2[C:42]3[C:37](=[CH:38][CH:39]=[CH:40][CH:41]=3)[N:36]([CH3:43])[CH:35]=2)=[O:33])=[CH:4][C:5]([F:30])=[C:6]([CH2:8][C:9]([N:11]2[CH2:15][C:14]([F:17])([F:16])[CH2:13][C@H:12]2[CH2:18][O:19][CH:20]2[CH2:25][CH2:24][CH:23]([C:26]([O:28]C)=[O:27])[CH2:22][CH2:21]2)=[O:10])[CH:7]=1.[OH-].[Na+]. Product: [Cl:1][C:2]1[C:3]([NH:31][C:32]([C:34]2[C:42]3[C:37](=[CH:38][CH:39]=[CH:40][CH:41]=3)[N:36]([CH3:43])[CH:35]=2)=[O:33])=[CH:4][C:5]([F:30])=[C:6]([CH2:8][C:9]([N:11]2[CH2:15][C:14]([F:16])([F:17])[CH2:13][C@H:12]2[CH2:18][O:19][C@H:20]2[CH2:25][CH2:24][C@H:23]([C:26]([OH:28])=[O:27])[CH2:22][CH2:21]2)=[O:10])[CH:7]=1. The catalyst class is: 1.